From a dataset of Full USPTO retrosynthesis dataset with 1.9M reactions from patents (1976-2016). Predict the reactants needed to synthesize the given product. (1) Given the product [NH:11]1[C:15]2[CH:16]=[CH:17][CH:18]=[CH:19][C:14]=2[N:13]=[C:12]1[C@H:8]([NH:9][C:10]([NH:35][CH2:34][C:29]1[C:28]([O:27][CH2:26][C:25]([F:37])([F:36])[F:24])=[N:33][CH:32]=[CH:31][N:30]=1)=[O:20])[CH2:7][C:6]1[CH:21]=[CH:22][C:3]([O:2][CH3:1])=[CH:4][CH:5]=1, predict the reactants needed to synthesize it. The reactants are: [CH3:1][O:2][C:3]1[CH:22]=[CH:21][C:6]([CH2:7][C@@H:8]2[C:12]3=[N:13][C:14]4[CH:19]=[CH:18][CH:17]=[CH:16][C:15]=4[N:11]3[C:10](=[O:20])[NH:9]2)=[CH:5][CH:4]=1.Cl.[F:24][C:25]([F:37])([F:36])[CH2:26][O:27][C:28]1[C:29]([CH2:34][NH2:35])=[N:30][CH:31]=[CH:32][N:33]=1.C(O)(C(F)(F)F)=O. (2) Given the product [C:1]([O:5][C:6](=[O:20])[NH:7][C:8]1[CH:13]=[C:12]([Cl:14])[C:11]([C:15]([F:17])([F:18])[F:16])=[CH:10][C:9]=1[NH:19][C:26](=[O:25])[CH2:27][C:28](=[O:41])[C:29]1[CH:34]=[CH:33][CH:32]=[C:31]([C:35]2[CH:36]=[CH:37][N:38]=[CH:39][CH:40]=2)[CH:30]=1)([CH3:4])([CH3:2])[CH3:3], predict the reactants needed to synthesize it. The reactants are: [C:1]([O:5][C:6](=[O:20])[NH:7][C:8]1[CH:13]=[C:12]([Cl:14])[C:11]([C:15]([F:18])([F:17])[F:16])=[CH:10][C:9]=1[NH2:19])([CH3:4])([CH3:3])[CH3:2].C([O:25][C:26](=O)[CH2:27][C:28](=[O:41])[C:29]1[CH:34]=[CH:33][CH:32]=[C:31]([C:35]2[CH:40]=[CH:39][N:38]=[CH:37][CH:36]=2)[CH:30]=1)(C)(C)C. (3) Given the product [C:8]([C:7]1[C:2]([NH:23][NH2:24])=[N:3][CH:4]=[CH:5][C:6]=1[N:10]1[CH2:15][CH2:14][CH:13]([C:16]2[CH:21]=[CH:20][CH:19]=[CH:18][CH:17]=2)[CH2:12][CH2:11]1)#[N:9], predict the reactants needed to synthesize it. The reactants are: Br[C:2]1[C:7]([C:8]#[N:9])=[C:6]([N:10]2[CH2:15][CH2:14][CH:13]([C:16]3[CH:21]=[CH:20][CH:19]=[CH:18][CH:17]=3)[CH2:12][CH2:11]2)[CH:5]=[CH:4][N:3]=1.O.[NH2:23][NH2:24]. (4) Given the product [F:1][C:2]1[CH:3]=[CH:4][C:5]([C:8]2[O:9][CH:10]=[C:11]([CH:13]([OH:15])[CH2:14][C:22]#[N:23])[N:12]=2)=[CH:6][CH:7]=1, predict the reactants needed to synthesize it. The reactants are: [F:1][C:2]1[CH:7]=[CH:6][C:5]([C:8]2[O:9][CH:10]=[C:11]([C:13](=[O:15])[CH3:14])[N:12]=2)=[CH:4][CH:3]=1.OP([O-])(O)=O.[K+].[C-:22]#[N:23].[K+]. (5) Given the product [Br:1][C:2]1[CH:24]=[CH:23][C:5]2[C:6]([NH:16][CH:17]([CH3:22])[C:18]([CH3:21])([CH3:20])[CH3:19])=[N:7][C:8]3[C:9]([CH:41]([CH:38]4[CH2:40][CH2:39]4)[OH:42])=[CH:10][NH:11][C:12](=[O:14])[C:13]=3[C:4]=2[CH:3]=1, predict the reactants needed to synthesize it. The reactants are: [Br:1][C:2]1[CH:24]=[CH:23][C:5]2[C:6]([NH:16][CH:17]([CH3:22])[C:18]([CH3:21])([CH3:20])[CH3:19])=[N:7][C:8]3[C:9](I)=[CH:10][NH:11][C:12](=[O:14])[C:13]=3[C:4]=2[CH:3]=1.C1([Mg]Cl)C=CC=CC=1.C([Mg]Cl)(C)C.[CH:38]1([CH:41]=[O:42])[CH2:40][CH2:39]1. (6) Given the product [C:13]([O:12][C:10]([N:1]1[CH2:9][CH2:8][CH2:7][C@@H:3]([C:4]([NH2:6])=[O:5])[CH2:2]1)=[O:11])([CH3:16])([CH3:15])[CH3:14], predict the reactants needed to synthesize it. The reactants are: [NH:1]1[CH2:9][CH2:8][CH2:7][CH:3]([C:4]([NH2:6])=[O:5])[CH2:2]1.[C:10](OC([O-])=O)([O:12][C:13]([CH3:16])([CH3:15])[CH3:14])=[O:11]. (7) Given the product [Cl:16][C:11]1[CH:10]=[C:9]2[C:14]([C:6]([CH2:5][CH2:4][NH2:1])=[CH:7][NH:8]2)=[CH:13][C:12]=1[CH3:15], predict the reactants needed to synthesize it. The reactants are: [N:1]([CH2:4][CH2:5][C:6]1[C:14]2[C:9](=[CH:10][C:11]([Cl:16])=[C:12]([CH3:15])[CH:13]=2)[NH:8][C:7]=1[Si](CC)(CC)CC)=[N+]=[N-].C1(P(C2C=CC=CC=2)C2C=CC=CC=2)C=CC=CC=1. (8) Given the product [Br:21][CH2:1][C:2]1[N:3]=[CH:4][C:5]([NH:8][C:9](=[O:15])[O:10][C:11]([CH3:12])([CH3:14])[CH3:13])=[N:6][CH:7]=1, predict the reactants needed to synthesize it. The reactants are: [CH3:1][C:2]1[N:3]=[CH:4][C:5]([NH:8][C:9](=[O:15])[O:10][C:11]([CH3:14])([CH3:13])[CH3:12])=[N:6][CH:7]=1.C([O-])(O)=O.[Na+].[Br:21]N1C(=O)CCC1=O. (9) Given the product [CH2:36]([O:40][C:41]1[CH:48]=[CH:47][CH:46]=[CH:45][C:42]=1[CH2:43][CH:2]=[O:3])[CH:37]([CH3:39])[CH3:38], predict the reactants needed to synthesize it. The reactants are: [Cl-].[CH3:2][O:3]C[P+](C1C=CC=CC=1)(C1C=CC=CC=1)C1C=CC=CC=1.C(NC(C)C)(C)C.C([Li])CCC.[CH2:36]([O:40][C:41]1[CH:48]=[CH:47][CH:46]=[CH:45][C:42]=1[CH:43]=O)[CH:37]([CH3:39])[CH3:38].S(=O)(=O)(O)O. (10) Given the product [CH2:2]([S:34]([C:15]1[CH:20]=[CH:19][CH:18]=[CH:17][C:16]=1[N:21]1[CH:29]=[C:28]2[C:23]([CH:24]=[C:25]([C:30]([F:33])([F:32])[F:31])[CH:26]=[CH:27]2)=[N:22]1)(=[O:38])=[O:36])[CH3:11], predict the reactants needed to synthesize it. The reactants are: Cl[C:2]1C=C(C=C[CH:11]=1)C(OO)=O.C(S[C:15]1[CH:20]=[CH:19][CH:18]=[CH:17][C:16]=1[N:21]1[CH:29]=[C:28]2[C:23]([CH:24]=[C:25]([C:30]([F:33])([F:32])[F:31])[CH:26]=[CH:27]2)=[N:22]1)C.[S:34]([O-:38])([O-])(=[O:36])=S.[Na+].[Na+].